This data is from Full USPTO retrosynthesis dataset with 1.9M reactions from patents (1976-2016). The task is: Predict the reactants needed to synthesize the given product. Given the product [Br:1][C:2]1[CH:3]=[C:4]([N:8]2[C:12]([C:13]3[CH:18]=[CH:17][CH:16]=[C:15]([Cl:19])[CH:14]=3)=[CH:11][C:10]([C:20]([N:47]3[CH2:51][C:50](=[O:52])[NH:49][CH2:48]3)=[O:21])=[N:9]2)[CH:5]=[CH:6][CH:7]=1, predict the reactants needed to synthesize it. The reactants are: [Br:1][C:2]1[CH:3]=[C:4]([N:8]2[C:12]([C:13]3[CH:18]=[CH:17][CH:16]=[C:15]([Cl:19])[CH:14]=3)=[CH:11][C:10]([C:20](O)=[O:21])=[N:9]2)[CH:5]=[CH:6][CH:7]=1.ClC1C=C(N2C(C3C=CC=C(OCCO)C=3)=CC(C([N:47]3[CH2:51][C:50](=[O:52])[NH:49][CH2:48]3)=O)=N2)C=CC=1.